From a dataset of Full USPTO retrosynthesis dataset with 1.9M reactions from patents (1976-2016). Predict the reactants needed to synthesize the given product. (1) The reactants are: F[C:2]1[C:3]([CH3:22])=[N:4][C:5]2[C:10]([N:11]=1)=[C:9]([C:12]1[NH:20][C:19]3[CH2:18][CH2:17][NH:16][C:15](=[O:21])[C:14]=3[CH:13]=1)[CH:8]=[CH:7][CH:6]=2.[CH2:23]([NH2:26])[CH2:24][CH3:25]. Given the product [CH3:22][C:3]1[C:2]([NH:26][CH2:23][CH2:24][CH3:25])=[N:11][C:10]2[C:5](=[CH:6][CH:7]=[CH:8][C:9]=2[C:12]2[NH:20][C:19]3[CH2:18][CH2:17][NH:16][C:15](=[O:21])[C:14]=3[CH:13]=2)[N:4]=1, predict the reactants needed to synthesize it. (2) Given the product [CH3:26][O:25][C:22]1[CH:23]=[CH:24][C:19]([CH2:18][N:15]2[CH2:16][CH2:17][N:12]3[N:11]=[C:10]([CH2:8][O:7][C:5](=[O:3])[CH3:6])[CH:28]=[C:13]3[C:14]2=[O:27])=[CH:20][CH:21]=1, predict the reactants needed to synthesize it. The reactants are: C(Cl)(=[O:3])C.[CH2:5]([O:7][C:8]([C:10]1[CH:28]=[C:13]2[C:14](=[O:27])[N:15]([CH2:18][C:19]3[CH:24]=[CH:23][C:22]([O:25][CH3:26])=[CH:21][CH:20]=3)[CH2:16][CH2:17][N:12]2[N:11]=1)=O)[CH3:6].C([O-])([O-])=O.[Na+].[Na+]. (3) Given the product [CH3:1][C:2]1[C:6]2[C:7](=[O:18])[N:8]([CH2:11][CH2:12][N:13]3[CH2:14][CH2:15][CH2:16][CH2:17]3)[CH2:9][CH2:10][C:5]=2[NH:4][C:3]=1[CH:19]=[C:30]1[C:29]2[C:24](=[CH:25][CH:26]=[C:27]([NH:31][CH:32]=[O:33])[CH:28]=2)[NH:23][C:22]1=[O:21], predict the reactants needed to synthesize it. The reactants are: [CH3:1][C:2]1[C:6]2[C:7](=[O:18])[N:8]([CH2:11][CH2:12][N:13]3[CH2:17][CH2:16][CH2:15][CH2:14]3)[CH2:9][CH2:10][C:5]=2[NH:4][C:3]=1[CH:19]=O.[O:21]=[C:22]1[CH2:30][C:29]2[C:24](=[CH:25][CH:26]=[C:27]([NH:31][CH:32]=[O:33])[CH:28]=2)[NH:23]1. (4) Given the product [CH3:19][O:20][C:21]1[CH:22]=[C:23]2[C:28](=[CH:29][CH:30]=1)[CH:27]=[C:26]([C:2]1[C:10]3[C:5](=[CH:6][CH:7]=[C:8]([C:11]#[N:12])[CH:9]=3)[NH:4][N:3]=1)[CH:25]=[CH:24]2, predict the reactants needed to synthesize it. The reactants are: Br[C:2]1[C:10]2[C:5](=[CH:6][CH:7]=[C:8]([C:11]#[N:12])[CH:9]=2)[N:4](C2CCCCO2)[N:3]=1.[CH3:19][O:20][C:21]1[CH:22]=[C:23]2[C:28](=[CH:29][CH:30]=1)[CH:27]=[C:26](B(O)O)[CH:25]=[CH:24]2.ClCCl.P([O-])([O-])([O-])=O.[K+].[K+].[K+].Cl. (5) Given the product [CH:3]1[C:4]2=[C:5]3[C:6](=[CH:7][CH:8]=[C:9]2[NH:1][N:2]=1)[N:21]=[C:20]1[C:11]([C:12]([C:13]([OH:15])=[O:14])=[CH:17][CH:18]=[CH:19]1)=[N:10]3, predict the reactants needed to synthesize it. The reactants are: [NH:1]1[C:9]2[C:4](=[C:5]([NH:10][C:11]3[C:20]([N+:21]([O-])=O)=[CH:19][CH:18]=[CH:17][C:12]=3[C:13]([O:15]C)=[O:14])[CH:6]=[CH:7][CH:8]=2)[CH:3]=[N:2]1.N1C2C(=C(NC3C([N+]([O-])=O)=CC=CC=3C(O)=O)C=CC=2)C=N1.[BH4-].[Na+].Cl. (6) Given the product [Cl:1][C:2]1[N:3]([C:12]2[C:13](=[O:23])[N:14]([CH3:22])[N:15]=[C:16]([CH:20]=[O:24])[C:17]=2[O:18][CH3:19])[C:4]2[C:9]([C:10]=1[Cl:11])=[CH:8][CH:7]=[CH:6][CH:5]=2, predict the reactants needed to synthesize it. The reactants are: [Cl:1][C:2]1[N:3]([C:12]2[C:13](=[O:23])[N:14]([CH3:22])[N:15]=[C:16]([CH:20]=C)[C:17]=2[O:18][CH3:19])[C:4]2[C:9]([C:10]=1[Cl:11])=[CH:8][CH:7]=[CH:6][CH:5]=2.[O:24]=[O+][O-].C1(P(C2C=CC=CC=2)C2C=CC=CC=2)C=CC=CC=1.